The task is: Regression. Given a peptide amino acid sequence and an MHC pseudo amino acid sequence, predict their binding affinity value. This is MHC class I binding data.. This data is from Peptide-MHC class I binding affinity with 185,985 pairs from IEDB/IMGT. (1) The peptide sequence is GYIPIERVL. The MHC is HLA-B35:01 with pseudo-sequence HLA-B35:01. The binding affinity (normalized) is 0.0847. (2) The peptide sequence is WADMPLHQW. The MHC is HLA-B57:01 with pseudo-sequence HLA-B57:01. The binding affinity (normalized) is 0.432.